From a dataset of Catalyst prediction with 721,799 reactions and 888 catalyst types from USPTO. Predict which catalyst facilitates the given reaction. (1) Reactant: Br[CH2:2][C:3]1[CH:4]=[C:5]2[C:10](=[CH:11][CH:12]=1)[N:9]=[C:8]([CH3:13])[CH:7]=[CH:6]2.[C:14]1(=[O:24])[NH:18][C:17](=[O:19])[C:16]2=[CH:20][CH:21]=[CH:22][CH:23]=[C:15]12.[K]. Product: [CH3:13][C:8]1[CH:7]=[CH:6][C:5]2[C:10](=[CH:11][CH:12]=[C:3]([CH2:2][N:18]3[C:14](=[O:24])[C:15]4[C:16](=[CH:20][CH:21]=[CH:22][CH:23]=4)[C:17]3=[O:19])[CH:4]=2)[N:9]=1. The catalyst class is: 3. (2) Reactant: [CH3:1][NH:2][C:3]([C@H:5]1[CH2:9][CH2:8][CH2:7][N:6]1[C:10]1[CH:15]=[CH:14][C:13]([NH:16][C:17]([NH2:19])=[NH:18])=[CH:12][CH:11]=1)=[O:4].CN(C)/[CH:22]=[CH:23]/[C:24]([C:26]1[N:30]([CH:31]([CH3:33])[CH3:32])[C:29]([CH3:34])=[N:28][CH:27]=1)=O. The catalyst class is: 141. Product: [CH3:1][NH:2][C:3]([C@H:5]1[CH2:9][CH2:8][CH2:7][N:6]1[C:10]1[CH:15]=[CH:14][C:13]([NH:16][C:17]2[N:19]=[C:24]([C:26]3[N:30]([CH:31]([CH3:33])[CH3:32])[C:29]([CH3:34])=[N:28][CH:27]=3)[CH:23]=[CH:22][N:18]=2)=[CH:12][CH:11]=1)=[O:4]. (3) Reactant: [Cl:1][C:2]1[CH:7]=[CH:6][C:5]([N:8]2[CH2:13][CH2:12][NH:11][CH2:10][C@@H:9]2[CH3:14])=[CH:4][CH:3]=1.N1C(C)=CC=CC=1C.[I-].[K+].Br[CH2:26][CH2:27][CH:28]=[C:29]1[C:35]2[CH:36]=[CH:37][CH:38]=[N:39][C:34]=2[CH2:33][O:32][C:31]2[CH:40]=[CH:41][C:42]([C:44]([OH:47])([CH3:46])[CH3:45])=[CH:43][C:30]1=2. Product: [Cl:1][C:2]1[CH:3]=[CH:4][C:5]([N:8]2[CH2:13][CH2:12][N:11]([CH2:26][CH2:27][CH:28]=[C:29]3[C:35]4[CH:36]=[CH:37][CH:38]=[N:39][C:34]=4[CH2:33][O:32][C:31]4[CH:40]=[CH:41][C:42]([C:44]([OH:47])([CH3:46])[CH3:45])=[CH:43][C:30]3=4)[CH2:10][C@@H:9]2[CH3:14])=[CH:6][CH:7]=1. The catalyst class is: 32.